This data is from Reaction yield outcomes from USPTO patents with 853,638 reactions. The task is: Predict the reaction yield, written as a fraction of the theoretical maximum amount of product (1.0 means a 100% yield; for example, 0.34 means a 34% yield). (1) The reactants are [I:1][C:2]1[N:3]=[C:4]([C@@H:7]2[CH2:11][C@@H:10]([CH3:12])[CH2:9][N:8]2C(OC(C)(C)C)=O)[NH:5][CH:6]=1.[ClH:20].O1CCOCC1. The catalyst is CO.C(OCC)C. The product is [Cl-:20].[I:1][C:2]1[NH+:3]=[C:4]([C@@H:7]2[CH2:11][C@@H:10]([CH3:12])[CH2:9][NH2+:8]2)[NH:5][CH:6]=1.[Cl-:20]. The yield is 0.865. (2) The reactants are [CH2:1]([OH:13])[CH2:2][O:3][CH2:4][CH2:5][O:6][CH2:7][CH2:8][O:9][CH2:10][CH2:11][OH:12].[CH3:14][C:15]([Si:18](Cl)([CH3:20])[CH3:19])([CH3:17])[CH3:16].C(N(CC)CC)C. The catalyst is ClCCl. The product is [C:15]([Si:18]([CH3:20])([CH3:19])[O:12][CH2:11][CH2:10][O:9][CH2:8][CH2:7][O:6][CH2:5][CH2:4][O:3][CH2:2][CH2:1][OH:13])([CH3:17])([CH3:16])[CH3:14]. The yield is 0.420. (3) The reactants are [CH:1]1([C@H:4]2[C@H:13]([CH3:14])[C@@H:12]([OH:15])[C:11]3[C:6](=[CH:7][CH:8]=[CH:9][CH:10]=3)[N:5]2[C:16](=[O:18])[CH3:17])[CH2:3][CH2:2]1.[H-].[Na+].F[C:22]1[CH:27]=[CH:26][CH:25]=[C:24]([CH3:28])[N:23]=1. The catalyst is CN(C)C=O.C(Cl)Cl. The product is [CH:1]1([C@H:4]2[C@H:13]([CH3:14])[C@@H:12]([O:15][C:22]3[CH:27]=[CH:26][CH:25]=[C:24]([CH3:28])[N:23]=3)[C:11]3[C:6](=[CH:7][CH:8]=[CH:9][CH:10]=3)[N:5]2[C:16](=[O:18])[CH3:17])[CH2:2][CH2:3]1. The yield is 0.270.